Dataset: Full USPTO retrosynthesis dataset with 1.9M reactions from patents (1976-2016). Task: Predict the reactants needed to synthesize the given product. (1) Given the product [Cl:21][C:22]1[CH:27]=[C:26]([F:28])[CH:25]=[CH:24][C:23]=1[S:29]([N:18]1[CH2:17][CH2:16][CH:15]([N:3]2[C:4]3[C:5](=[N:6][CH:7]=[CH:8][CH:9]=3)[N:10]([CH2:11][C:12]([OH:14])=[O:13])[C:2]2=[O:1])[CH2:20][CH2:19]1)(=[O:31])=[O:30], predict the reactants needed to synthesize it. The reactants are: [O:1]=[C:2]1[N:10]([CH2:11][C:12]([OH:14])=[O:13])[C:5]2=[N:6][CH:7]=[CH:8][CH:9]=[C:4]2[N:3]1[CH:15]1[CH2:20][CH2:19][NH:18][CH2:17][CH2:16]1.[Cl:21][C:22]1[CH:27]=[C:26]([F:28])[CH:25]=[CH:24][C:23]=1[S:29](Cl)(=[O:31])=[O:30]. (2) Given the product [Cl:4][C:5]1[CH:10]=[CH:9][CH:8]=[CH:7][C:6]=1[N:11]1[CH:19]=[N:18][C:17]2[C:12]1=[N:13][C:14]([C:1]#[N:2])=[N:15][C:16]=2[N:20]1[CH2:21][CH2:22][O:23][CH2:24][CH2:25]1, predict the reactants needed to synthesize it. The reactants are: [C-:1]#[N:2].[Na+].[Cl:4][C:5]1[CH:10]=[CH:9][CH:8]=[CH:7][C:6]=1[N:11]1[CH:19]=[N:18][C:17]2[C:12]1=[N:13][C:14](S(CCC)(=O)=O)=[N:15][C:16]=2[N:20]1[CH2:25][CH2:24][O:23][CH2:22][CH2:21]1. (3) Given the product [Cl:1][C:2]1[CH:7]=[CH:6][C:5]([S:8][C:9]2[C:10]([C:20]3[CH:25]=[CH:24][C:23]([CH:32]([OH:35])[CH2:33][CH3:34])=[CH:22][CH:21]=3)=[N:11][N:12]([C:14]3[CH:19]=[CH:18][CH:17]=[CH:16][CH:15]=3)[CH:13]=2)=[CH:4][CH:3]=1, predict the reactants needed to synthesize it. The reactants are: [Cl:1][C:2]1[CH:7]=[CH:6][C:5]([S:8][C:9]2[C:10]([C:20]3[CH:25]=[CH:24][C:23](I)=[CH:22][CH:21]=3)=[N:11][N:12]([C:14]3[CH:19]=[CH:18][CH:17]=[CH:16][CH:15]=3)[CH:13]=2)=[CH:4][CH:3]=1.C([Mg]Cl)(C)C.[CH:32](=[O:35])[CH2:33][CH3:34].[Cl-].[NH4+]. (4) Given the product [NH2:9][C:6]1[CH:5]=[CH:4][C:3]([S:2][CH3:1])=[CH:8][N:7]=1, predict the reactants needed to synthesize it. The reactants are: [CH3:1][S:2][C:3]1[CH:4]=[CH:5][C:6]([N+:9]([O-])=O)=[N:7][CH:8]=1. (5) Given the product [C:3]([C:7]1[C:11]([I:1])=[CH:10][N:9]([C:12]2[CH:17]=[CH:16][C:15]([C:18]([F:19])([F:20])[F:21])=[CH:14][N:13]=2)[N:8]=1)([CH3:6])([CH3:4])[CH3:5], predict the reactants needed to synthesize it. The reactants are: [I:1]I.[C:3]([C:7]1[CH:11]=[CH:10][N:9]([C:12]2[CH:17]=[CH:16][C:15]([C:18]([F:21])([F:20])[F:19])=[CH:14][N:13]=2)[N:8]=1)([CH3:6])([CH3:5])[CH3:4]. (6) Given the product [F:1][C:2]1[CH:3]=[N:4][CH:5]=[C:6]([N:8]2[CH:12]=[C:11]([I:14])[C:10]([CH3:13])=[N:9]2)[CH:7]=1, predict the reactants needed to synthesize it. The reactants are: [F:1][C:2]1[CH:3]=[N:4][CH:5]=[C:6]([N:8]2[CH:12]=[CH:11][C:10]([CH3:13])=[N:9]2)[CH:7]=1.[I:14](O)(=O)=O.II.[S].S([O-])([O-])(=O)=S.[Na+].[Na+]. (7) Given the product [CH2:30]([S:52]([C:7]1[CH:8]=[C:9]([CH:13]([C:22]([O:24][C:25]([CH3:27])([CH3:26])[CH3:28])=[O:23])[CH2:14][NH:15][CH2:16][C:17]([N:19]([CH3:20])[CH3:21])=[O:18])[CH:10]=[CH:11][CH:12]=1)(=[O:54])=[O:51])[CH2:31][CH2:32][CH3:33], predict the reactants needed to synthesize it. The reactants are: Cl.C(S[C:7]1[CH:8]=[C:9]([CH:13]([C:22]([O:24][C:25]([CH3:28])([CH3:27])[CH3:26])=[O:23])[CH2:14][NH:15][CH2:16][C:17]([N:19]([CH3:21])[CH3:20])=[O:18])[CH:10]=[CH:11][CH:12]=1)CCC.Cl.[CH2:30](SC1C=C(CCNCC(N(C)C)=O)C=CC=1)[CH2:31][CH2:32][CH3:33].O[O:51][S:52]([O-:54])=O.[K+].C([O-])(O)=O.[Na+].